This data is from Full USPTO retrosynthesis dataset with 1.9M reactions from patents (1976-2016). The task is: Predict the reactants needed to synthesize the given product. (1) Given the product [C:1]([O:5][C:6]([N:8]([C:35]1[CH:36]=[CH:37][C:38]([O:41][CH2:42][CH3:43])=[CH:39][CH:40]=1)[C:9]1[N:14]2[N:15]=[CH:16][CH:17]=[C:13]2[N:12]=[C:11]([NH:18][C@H:19]2[CH2:24][CH2:23][CH2:22][N:21]([C:25]([O:27][C:28]([CH3:29])([CH3:31])[CH3:30])=[O:26])[CH2:20]2)[C:10]=1[CH2:32][CH2:33][O:34][S:52]([CH3:51])(=[O:54])=[O:53])=[O:7])([CH3:2])([CH3:3])[CH3:4], predict the reactants needed to synthesize it. The reactants are: [C:1]([O:5][C:6]([N:8]([C:35]1[CH:40]=[CH:39][C:38]([O:41][CH2:42][CH3:43])=[CH:37][CH:36]=1)[C:9]1[N:14]2[N:15]=[CH:16][CH:17]=[C:13]2[N:12]=[C:11]([NH:18][C@H:19]2[CH2:24][CH2:23][CH2:22][N:21]([C:25]([O:27][C:28]([CH3:31])([CH3:30])[CH3:29])=[O:26])[CH2:20]2)[C:10]=1[CH2:32][CH2:33][OH:34])=[O:7])([CH3:4])([CH3:3])[CH3:2].C(N(CC)CC)C.[CH3:51][S:52](Cl)(=[O:54])=[O:53].Cl. (2) Given the product [CH3:19][N:20]([CH3:22])[CH:21]=[CH:2][C:1]([C:4]1[CH:5]=[C:6]([N:10]([CH2:15][CH3:16])[S:11]([CH3:14])(=[O:12])=[O:13])[CH:7]=[CH:8][CH:9]=1)=[O:3], predict the reactants needed to synthesize it. The reactants are: [C:1]([C:4]1[CH:5]=[C:6]([N:10]([CH2:15][CH3:16])[S:11]([CH3:14])(=[O:13])=[O:12])[CH:7]=[CH:8][CH:9]=1)(=[O:3])[CH3:2].CO[CH:19](OC)[N:20]([CH3:22])[CH3:21]. (3) Given the product [C:1]([C:3]1[C:4]([CH3:27])=[C:5]([C@@H:10]2[CH2:15][N:14]3[CH2:16][CH2:17][N:18]([CH2:40][C@H:38]([OH:39])[C:37]4[C:29]([CH3:28])=[C:30]5[C:34](=[CH:35][CH:36]=4)[C:33](=[O:41])[O:32][CH2:31]5)[CH2:19][C@H:13]3[CH2:12][N:11]2[C:20]([O:22][C:23]([CH3:24])([CH3:26])[CH3:25])=[O:21])[CH:6]=[CH:7][C:8]=1[F:9])#[N:2], predict the reactants needed to synthesize it. The reactants are: [C:1]([C:3]1[C:4]([CH3:27])=[C:5]([C@@H:10]2[CH2:15][N:14]3[CH2:16][CH2:17][NH:18][CH2:19][C@H:13]3[CH2:12][N:11]2[C:20]([O:22][C:23]([CH3:26])([CH3:25])[CH3:24])=[O:21])[CH:6]=[CH:7][C:8]=1[F:9])#[N:2].[CH3:28][C:29]1[C:37]([C@@H:38]2[CH2:40][O:39]2)=[CH:36][CH:35]=[C:34]2[C:30]=1[CH2:31][O:32][C:33]2=[O:41]. (4) Given the product [CH2:11]([C@@:3]([C@@H:5]([C@@H:7]([CH2:9][OH:10])[OH:8])[OH:6])([OH:4])[CH:2]=[O:1])[C:12]1[CH:17]=[CH:16][CH:15]=[CH:14][CH:13]=1, predict the reactants needed to synthesize it. The reactants are: [O:1]=[CH:2][C@H:3]([C@@H:5]([C@@H:7]([CH2:9][OH:10])[OH:8])[OH:6])[OH:4].[CH2:11](O)[C:12]1[CH:17]=[CH:16][CH:15]=[CH:14][CH:13]=1.C(Cl)(=O)C. (5) Given the product [CH2:1]([O:3][C:4]([C:6]1[C:10]([CH3:11])=[C:9]([C:12]2[CH:17]=[CH:16][C:15]([S:48](=[O:50])(=[O:49])[NH2:43])=[CH:14][CH:13]=2)[N:8]([C:19]2[CH:24]=[CH:23][CH:22]=[CH:21][C:20]=2[Cl:25])[N:7]=1)=[O:5])[CH3:2], predict the reactants needed to synthesize it. The reactants are: [CH2:1]([O:3][C:4]([C:6]1[C:10]([CH3:11])=[C:9]([C:12]2[CH:17]=[CH:16][C:15](Br)=[CH:14][CH:13]=2)[N:8]([C:19]2[CH:24]=[CH:23][CH:22]=[CH:21][C:20]=2[Cl:25])[N:7]=1)=[O:5])[CH3:2].CC(C)([O-])C.[K+].C([Si](C(C)C)(C(C)C)S)(C)C.[N+:43]([O-])([O-])=O.[K+].[S:48](Cl)(Cl)(=[O:50])=[O:49].C(=O)([O-])[O-].[Na+].[Na+]. (6) Given the product [CH2:37]([O:44][N:45]=[C:1]([C:2]1[CH:7]=[CH:6][CH:5]=[CH:4][CH:3]=1)[C:9]1[CH:36]=[CH:35][C:12]2[N:13]([CH2:17][CH2:18][O:19][C:20]3[CH:21]=[CH:22][C:23]([CH2:26][CH:27]([O:32][CH2:33][CH3:34])[C:28]([O:30][CH3:31])=[O:29])=[CH:24][CH:25]=3)[C:14](=[O:16])[S:15][C:11]=2[CH:10]=1)[C:38]1[CH:43]=[CH:42][CH:41]=[CH:40][CH:39]=1, predict the reactants needed to synthesize it. The reactants are: [C:1]([C:9]1[CH:36]=[CH:35][C:12]2[N:13]([CH2:17][CH2:18][O:19][C:20]3[CH:25]=[CH:24][C:23]([CH2:26][CH:27]([O:32][CH2:33][CH3:34])[C:28]([O:30][CH3:31])=[O:29])=[CH:22][CH:21]=3)[C:14](=[O:16])[S:15][C:11]=2[CH:10]=1)(=O)[C:2]1[CH:7]=[CH:6][CH:5]=[CH:4][CH:3]=1.[CH2:37]([O:44][NH2:45])[C:38]1[CH:43]=[CH:42][CH:41]=[CH:40][CH:39]=1. (7) Given the product [Cl:2][C:3]1[CH:8]=[C:7]([Cl:9])[CH:6]=[CH:5][C:4]=1[CH2:10][CH2:11][O:12][C:13]1[CH:14]=[C:15]([CH:16]=[CH:17][C:18]=1[O:19][CH3:20])[C:21]([N:23]1[CH2:28][CH2:27][N:26]([CH2:36][C:37]2[CH:44]=[CH:43][C:40]([C:41]#[N:42])=[CH:39][CH:38]=2)[CH2:25][CH2:24]1)=[O:22], predict the reactants needed to synthesize it. The reactants are: Cl.[Cl:2][C:3]1[CH:8]=[C:7]([Cl:9])[CH:6]=[CH:5][C:4]=1[CH2:10][CH2:11][O:12][C:13]1[CH:14]=[C:15]([C:21]([N:23]2[CH2:28][CH2:27][NH:26][CH2:25][CH2:24]2)=[O:22])[CH:16]=[CH:17][C:18]=1[O:19][CH3:20].C(=O)([O-])[O-].[K+].[K+].Br[CH2:36][C:37]1[CH:44]=[CH:43][C:40]([C:41]#[N:42])=[CH:39][CH:38]=1.